Regression. Given two drug SMILES strings and cell line genomic features, predict the synergy score measuring deviation from expected non-interaction effect. From a dataset of NCI-60 drug combinations with 297,098 pairs across 59 cell lines. (1) Drug 1: CCC1=CC2CC(C3=C(CN(C2)C1)C4=CC=CC=C4N3)(C5=C(C=C6C(=C5)C78CCN9C7C(C=CC9)(C(C(C8N6C)(C(=O)OC)O)OC(=O)C)CC)OC)C(=O)OC.C(C(C(=O)O)O)(C(=O)O)O. Drug 2: CC(C)(C#N)C1=CC(=CC(=C1)CN2C=NC=N2)C(C)(C)C#N. Cell line: HOP-62. Synergy scores: CSS=6.72, Synergy_ZIP=-6.18, Synergy_Bliss=-0.131, Synergy_Loewe=-5.46, Synergy_HSA=0.831. (2) Drug 1: CN(CC1=CN=C2C(=N1)C(=NC(=N2)N)N)C3=CC=C(C=C3)C(=O)NC(CCC(=O)O)C(=O)O. Drug 2: CCC1(CC2CC(C3=C(CCN(C2)C1)C4=CC=CC=C4N3)(C5=C(C=C6C(=C5)C78CCN9C7C(C=CC9)(C(C(C8N6C=O)(C(=O)OC)O)OC(=O)C)CC)OC)C(=O)OC)O.OS(=O)(=O)O. Cell line: A498. Synergy scores: CSS=33.2, Synergy_ZIP=-7.50, Synergy_Bliss=3.43, Synergy_Loewe=-9.84, Synergy_HSA=0.998.